From a dataset of Full USPTO retrosynthesis dataset with 1.9M reactions from patents (1976-2016). Predict the reactants needed to synthesize the given product. (1) Given the product [F:53][C:50]([F:51])([F:52])[C:48]1[CH:47]=[C:5]([CH:4]=[C:3]([C:2]([F:1])([F:54])[F:55])[CH:49]=1)[C:6]([N:8]1[CH2:13][CH2:12][N:11]([CH2:14][CH2:15][N:16]2[CH2:21][CH2:20][O:19][C@H:18]([CH2:22][O:23][CH3:24])[CH2:17]2)[CH2:10][C@H:9]1[CH2:25][C:26]1[CH:31]=[CH:30][C:29]([CH3:32])=[C:28]([NH2:33])[CH:27]=1)=[O:7], predict the reactants needed to synthesize it. The reactants are: [F:1][C:2]([F:55])([F:54])[C:3]1[CH:4]=[C:5]([CH:47]=[C:48]([C:50]([F:53])([F:52])[F:51])[CH:49]=1)[C:6]([N:8]1[CH2:13][CH2:12][N:11]([CH2:14][CH2:15][N:16]2[CH2:21][CH2:20][O:19][C@H:18]([CH2:22][O:23][CH3:24])[CH2:17]2)[CH2:10][C@H:9]1[CH2:25][C:26]1[CH:31]=[CH:30][C:29]([CH3:32])=[C:28]([N:33]=C(C2C=CC=CC=2)C2C=CC=CC=2)[CH:27]=1)=[O:7].[H][H]. (2) Given the product [C:10]([O:14][C:15](=[O:36])[CH2:16][O:17][C:18]1[C:23]([CH3:24])=[CH:22][C:21]([C:25]2[O:26][C:27]3[N:28]=[C:29]([O:9][C:3]4[CH:8]=[CH:7][CH:6]=[CH:5][CH:4]=4)[N:30]=[CH:31][C:32]=3[N:33]=2)=[CH:20][C:19]=1[CH3:35])([CH3:13])([CH3:12])[CH3:11], predict the reactants needed to synthesize it. The reactants are: [H-].[Na+].[C:3]1([OH:9])[CH:8]=[CH:7][CH:6]=[CH:5][CH:4]=1.[C:10]([O:14][C:15](=[O:36])[CH2:16][O:17][C:18]1[C:23]([CH3:24])=[CH:22][C:21]([C:25]2[O:26][C:27]3[N:28]=[C:29](Cl)[N:30]=[CH:31][C:32]=3[N:33]=2)=[CH:20][C:19]=1[CH3:35])([CH3:13])([CH3:12])[CH3:11]. (3) The reactants are: Cl[C:2]1([C:16]2[CH:21]=[CH:20][C:19]([CH:22]([CH3:24])[CH3:23])=[CH:18][C:17]=2[O:25][CH3:26])[C:10](=[O:11])[C:9]2[C:4](=[CH:5][CH:6]=[CH:7][C:8]=2[N+:12]([O-:14])=[O:13])[C:3]1=[O:15].[N-:27]=[N+:28]=[N-:29].[Na+].[I-].[Na+].O. Given the product [N:27]([C:2]1([C:16]2[CH:21]=[CH:20][C:19]([CH:22]([CH3:24])[CH3:23])=[CH:18][C:17]=2[O:25][CH3:26])[C:10](=[O:11])[C:9]2[C:4](=[CH:5][CH:6]=[CH:7][C:8]=2[N+:12]([O-:14])=[O:13])[C:3]1=[O:15])=[N+:28]=[N-:29], predict the reactants needed to synthesize it. (4) Given the product [Br-:7].[CH2:3]([N+:2]1([CH3:1])[CH2:11][CH2:10][CH2:9][CH2:8]1)[CH2:4][CH3:5], predict the reactants needed to synthesize it. The reactants are: [CH3:1][N:2]1C[CH2:5][CH2:4][CH2:3]1.[Br:7][CH2:8][CH2:9][CH2:10][CH3:11].[F-].[K+].